From a dataset of Reaction yield outcomes from USPTO patents with 853,638 reactions. Predict the reaction yield, written as a fraction of the theoretical maximum amount of product (1.0 means a 100% yield; for example, 0.34 means a 34% yield). (1) The reactants are Br.[CH2:2]([C:4]1[N:5]=[C:6]([C@@H:9]([NH2:20])[CH2:10][C:11]2[CH:16]=[CH:15][C:14]([N+:17]([O-:19])=[O:18])=[CH:13][CH:12]=2)[S:7][CH:8]=1)[CH3:3].[CH2:21]([CH:28]([C:32]([O:34][CH2:35][CH3:36])=[O:33])[C:29](O)=[O:30])[C:22]1[CH:27]=[CH:26][CH:25]=[CH:24][CH:23]=1.ON1C2C=CC=CC=2N=N1.CN(C)CCCN=C=NCC.C(N(C(C)C)CC)(C)C. The catalyst is CN(C=O)C.O. The product is [CH2:35]([O:34][C:32](=[O:33])[CH:28]([CH2:21][C:22]1[CH:27]=[CH:26][CH:25]=[CH:24][CH:23]=1)[C:29]([NH:20][C@H:9]([C:6]1[S:7][CH:8]=[C:4]([CH2:2][CH3:3])[N:5]=1)[CH2:10][C:11]1[CH:16]=[CH:15][C:14]([N+:17]([O-:19])=[O:18])=[CH:13][CH:12]=1)=[O:30])[CH3:36]. The yield is 0.310. (2) The reactants are [NH:1]1[CH2:5][CH2:4][NH:3][C:2]1=[O:6].[H-].[Na+].Br[CH2:10][CH2:11][CH2:12][O:13][Si:14]([C:17]([CH3:20])([CH3:19])[CH3:18])([CH3:16])[CH3:15]. The catalyst is CN(C=O)C.C(Cl)Cl. The product is [Si:14]([O:13][CH2:12][CH2:11][CH2:10][N:1]1[CH2:5][CH2:4][NH:3][C:2]1=[O:6])([C:17]([CH3:18])([CH3:19])[CH3:20])([CH3:16])[CH3:15]. The yield is 0.450.